Regression. Given a peptide amino acid sequence and an MHC pseudo amino acid sequence, predict their binding affinity value. This is MHC class I binding data. From a dataset of Peptide-MHC class I binding affinity with 185,985 pairs from IEDB/IMGT. (1) The peptide sequence is TIGTIAGGV. The MHC is HLA-A02:02 with pseudo-sequence HLA-A02:02. The binding affinity (normalized) is 0.474. (2) The peptide sequence is AVNGVMWTV. The MHC is HLA-A02:06 with pseudo-sequence HLA-A02:06. The binding affinity (normalized) is 0.805. (3) The peptide sequence is RVDFCGKGY. The MHC is HLA-B40:01 with pseudo-sequence HLA-B40:01. The binding affinity (normalized) is 0.0847. (4) The peptide sequence is KIQLFSDFT. The MHC is HLA-A02:01 with pseudo-sequence HLA-A02:01. The binding affinity (normalized) is 0. (5) The peptide sequence is VPRLGDKTF. The MHC is HLA-A03:01 with pseudo-sequence HLA-A03:01. The binding affinity (normalized) is 0.0847. (6) The peptide sequence is KQLDIQYLK. The MHC is HLA-B39:01 with pseudo-sequence HLA-B39:01. The binding affinity (normalized) is 0.0847.